From a dataset of Catalyst prediction with 721,799 reactions and 888 catalyst types from USPTO. Predict which catalyst facilitates the given reaction. (1) Reactant: [N:1]1([C:8]2[CH:9]=[CH:10][C:11]3[N:18]4[CH2:19][C@H:14]([CH2:15][CH2:16][CH2:17]4)[N:13]([C:20]([NH:22][C:23]4[CH:28]=[CH:27][N:26]=[CH:25][N:24]=4)=[O:21])[C:12]=3[N:29]=2)[CH2:7][CH2:6][CH2:5][NH:4][CH2:3][CH2:2]1.C(N(CC)CC)C.[CH3:37][S:38](Cl)(=[O:40])=[O:39]. Product: [CH3:37][S:38]([N:4]1[CH2:5][CH2:6][CH2:7][N:1]([C:8]2[CH:9]=[CH:10][C:11]3[N:18]4[CH2:19][C@H:14]([CH2:15][CH2:16][CH2:17]4)[N:13]([C:20]([NH:22][C:23]4[CH:28]=[CH:27][N:26]=[CH:25][N:24]=4)=[O:21])[C:12]=3[N:29]=2)[CH2:2][CH2:3]1)(=[O:40])=[O:39]. The catalyst class is: 4. (2) The catalyst class is: 15. Reactant: [OH:1][C:2]1[CH:10]=[CH:9][CH:8]=[C:7]([O:11][CH3:12])[C:3]=1[C:4]([NH2:6])=[O:5].[N+:13]([O-])([OH:15])=[O:14]. Product: [OH:1][C:2]1[C:10]([N+:13]([O-:15])=[O:14])=[CH:9][CH:8]=[C:7]([O:11][CH3:12])[C:3]=1[C:4]([NH2:6])=[O:5]. (3) Reactant: [NH2:1][C:2]1([C:5]2[CH:12]=[CH:11][C:8]([C:9]#[N:10])=[CH:7][CH:6]=2)[CH2:4][CH2:3]1.[C:13](O[C:13]([O:15][C:16]([CH3:19])([CH3:18])[CH3:17])=[O:14])([O:15][C:16]([CH3:19])([CH3:18])[CH3:17])=[O:14].O. Product: [C:9]([C:8]1[CH:11]=[CH:12][C:5]([C:2]2([NH:1][C:13](=[O:14])[O:15][C:16]([CH3:19])([CH3:18])[CH3:17])[CH2:4][CH2:3]2)=[CH:6][CH:7]=1)#[N:10]. The catalyst class is: 5. (4) Reactant: [Br:1][C:2]1[CH:3]=[CH:4][C:5]([OH:22])=[C:6]([CH:8]([C:13]([C:15]2[CH:20]=[CH:19][C:18]([F:21])=[CH:17][CH:16]=2)=O)[C:9]([O:11][CH3:12])=[O:10])[CH:7]=1.Cl. Product: [Br:1][C:2]1[CH:3]=[CH:4][C:5]2[O:22][C:13]([C:15]3[CH:16]=[CH:17][C:18]([F:21])=[CH:19][CH:20]=3)=[C:8]([C:9]([O:11][CH3:12])=[O:10])[C:6]=2[CH:7]=1. The catalyst class is: 21. (5) Reactant: [C:1]([O:4][CH:5]1[CH2:9][CH2:8][CH2:7][C:6]1([NH2:22])[CH2:10][NH:11][C:12]1[CH:17]=[CH:16][C:15]([C:18]#[N:19])=[C:14]([Cl:20])[C:13]=1[CH3:21])(=[O:3])[CH3:2].CCN(C(C)C)C(C)C.C1C[O:35][CH2:34]C1. Product: [C:1]([O:4][CH:5]1[CH2:9][CH2:8][CH2:7][C:6]21[NH:22][C:34](=[O:35])[N:11]([C:12]1[CH:17]=[CH:16][C:15]([C:18]#[N:19])=[C:14]([Cl:20])[C:13]=1[CH3:21])[CH2:10]2)(=[O:3])[CH3:2]. The catalyst class is: 6. (6) Reactant: C(OC([N:8]1[CH2:13][CH2:12][N:11]([C:14]2[C:15]3[CH:31]=[C:30]([CH2:32][CH3:33])[S:29][C:16]=3[N:17]=[C:18]([NH:20][C:21]([NH:23][CH2:24][CH2:25][C:26]([OH:28])=[O:27])=[O:22])[N:19]=2)[CH2:10][CH2:9]1)=O)(C)(C)C.[ClH:34]. Product: [ClH:34].[CH2:32]([C:30]1[S:29][C:16]2[N:17]=[C:18]([NH:20][C:21]([NH:23][CH2:24][CH2:25][C:26]([OH:28])=[O:27])=[O:22])[N:19]=[C:14]([N:11]3[CH2:10][CH2:9][NH:8][CH2:13][CH2:12]3)[C:15]=2[CH:31]=1)[CH3:33]. The catalyst class is: 269. (7) Reactant: [NH2:1][CH2:2][CH2:3][O:4][CH2:5][CH2:6][O:7][CH2:8][CH2:9][NH:10][S:11]([C:14]1[CH:19]=[CH:18][CH:17]=[C:16]([CH:20]2[C:29]3[C:24](=[C:25]([Cl:31])[CH:26]=[C:27]([Cl:30])[CH:28]=3)[CH2:23][N:22]([CH3:32])[CH2:21]2)[CH:15]=1)(=[O:13])=[O:12].[OH:33][CH:34]([CH:45]([OH:56])[C:46]([O:48]N1C(=O)CCC1=O)=O)[C:35]([O:37]N1C(=O)CCC1=O)=O.[CH2:57]([N:59]([CH2:62][CH3:63])[CH2:60][CH3:61])C. Product: [Cl:30][C:27]1[CH:28]=[C:29]2[C:24](=[C:25]([Cl:31])[CH:26]=1)[CH2:23][N:22]([CH3:32])[CH2:21][CH:20]2[C:16]1[CH:15]=[C:14]([S:11]([NH:10][CH2:9][CH2:8][O:7][CH2:6][CH2:5][O:4][CH2:3][CH2:2][NH:1][C:35](=[O:37])[CH:34]([OH:33])[CH:45]([OH:56])[C:46]([NH:1][CH2:2][CH2:3][O:4][CH2:5][CH2:6][O:7][CH2:8][CH2:9][NH:10][S:11]([C:14]2[CH:19]=[CH:18][CH:17]=[C:16]([CH:61]3[C:29]4[C:63](=[C:25]([Cl:31])[CH:26]=[C:27]([Cl:30])[CH:28]=4)[CH2:62][N:59]([CH3:57])[CH2:60]3)[CH:15]=2)(=[O:13])=[O:12])=[O:48])(=[O:13])=[O:12])[CH:19]=[CH:18][CH:17]=1. The catalyst class is: 3.